This data is from NCI-60 drug combinations with 297,098 pairs across 59 cell lines. The task is: Regression. Given two drug SMILES strings and cell line genomic features, predict the synergy score measuring deviation from expected non-interaction effect. (1) Drug 1: CC1OCC2C(O1)C(C(C(O2)OC3C4COC(=O)C4C(C5=CC6=C(C=C35)OCO6)C7=CC(=C(C(=C7)OC)O)OC)O)O. Drug 2: CC1=C(C=C(C=C1)C(=O)NC2=CC(=CC(=C2)C(F)(F)F)N3C=C(N=C3)C)NC4=NC=CC(=N4)C5=CN=CC=C5. Cell line: NCI/ADR-RES. Synergy scores: CSS=-2.29, Synergy_ZIP=0.839, Synergy_Bliss=-0.614, Synergy_Loewe=-1.04, Synergy_HSA=-2.04. (2) Drug 1: CC(C1=C(C=CC(=C1Cl)F)Cl)OC2=C(N=CC(=C2)C3=CN(N=C3)C4CCNCC4)N. Drug 2: CC12CCC(CC1=CCC3C2CCC4(C3CC=C4C5=CN=CC=C5)C)O. Cell line: MCF7. Synergy scores: CSS=10.5, Synergy_ZIP=-2.97, Synergy_Bliss=3.61, Synergy_Loewe=2.34, Synergy_HSA=3.45. (3) Drug 2: C1CN1C2=NC(=NC(=N2)N3CC3)N4CC4. Cell line: EKVX. Synergy scores: CSS=5.37, Synergy_ZIP=1.19, Synergy_Bliss=2.39, Synergy_Loewe=-1.32, Synergy_HSA=-0.288. Drug 1: C1=CC(=CC=C1C#N)C(C2=CC=C(C=C2)C#N)N3C=NC=N3. (4) Drug 1: C1=CC(=CC=C1CC(C(=O)O)N)N(CCCl)CCCl.Cl. Drug 2: CCCCCOC(=O)NC1=NC(=O)N(C=C1F)C2C(C(C(O2)C)O)O. Cell line: COLO 205. Synergy scores: CSS=25.2, Synergy_ZIP=2.91, Synergy_Bliss=4.04, Synergy_Loewe=-14.4, Synergy_HSA=-1.05. (5) Drug 1: CC1OCC2C(O1)C(C(C(O2)OC3C4COC(=O)C4C(C5=CC6=C(C=C35)OCO6)C7=CC(=C(C(=C7)OC)O)OC)O)O. Drug 2: C(CN)CNCCSP(=O)(O)O. Cell line: NCI-H522. Synergy scores: CSS=28.2, Synergy_ZIP=-3.50, Synergy_Bliss=-1.02, Synergy_Loewe=-32.8, Synergy_HSA=-1.62. (6) Drug 1: C1=CC(=CC=C1CC(C(=O)O)N)N(CCCl)CCCl.Cl. Drug 2: CCC(=C(C1=CC=CC=C1)C2=CC=C(C=C2)OCCN(C)C)C3=CC=CC=C3.C(C(=O)O)C(CC(=O)O)(C(=O)O)O. Cell line: NCI-H226. Synergy scores: CSS=-0.944, Synergy_ZIP=-0.940, Synergy_Bliss=-2.27, Synergy_Loewe=-9.45, Synergy_HSA=-5.11. (7) Drug 1: CC1C(C(CC(O1)OC2CC(CC3=C2C(=C4C(=C3O)C(=O)C5=C(C4=O)C(=CC=C5)OC)O)(C(=O)CO)O)N)O.Cl. Drug 2: C1CN(P(=O)(OC1)NCCCl)CCCl. Cell line: A498. Synergy scores: CSS=3.71, Synergy_ZIP=-0.596, Synergy_Bliss=1.02, Synergy_Loewe=0.516, Synergy_HSA=1.04.